This data is from Full USPTO retrosynthesis dataset with 1.9M reactions from patents (1976-2016). The task is: Predict the reactants needed to synthesize the given product. (1) Given the product [CH:26]([N:39]1[CH2:42][C:41](=[CH:4][O:5][CH3:6])[CH2:40]1)([C:33]1[CH:38]=[CH:37][CH:36]=[CH:35][CH:34]=1)[C:27]1[CH:32]=[CH:31][CH:30]=[CH:29][CH:28]=1, predict the reactants needed to synthesize it. The reactants are: [H-].[Na+].[Cl-].[CH3:4][O:5][CH2:6][P+](C1C=CC=CC=1)(C1C=CC=CC=1)C1C=CC=CC=1.[CH:26]([N:39]1[CH2:42][C:41](=O)[CH2:40]1)([C:33]1[CH:38]=[CH:37][CH:36]=[CH:35][CH:34]=1)[C:27]1[CH:32]=[CH:31][CH:30]=[CH:29][CH:28]=1. (2) Given the product [F:18][C:13]1[CH:14]=[CH:15][CH:16]=[CH:17][C:12]=1[C:9]1[N:8]=[CH:7][C:6]([O:5][CH2:4][CH2:3][OH:2])=[CH:11][CH:10]=1, predict the reactants needed to synthesize it. The reactants are: C[O:2][C:3](=O)[CH2:4][O:5][C:6]1[CH:7]=[N:8][C:9]([C:12]2[CH:17]=[CH:16][CH:15]=[CH:14][C:13]=2[F:18])=[CH:10][CH:11]=1.[BH4-].[Li+].O. (3) Given the product [Cl:3][C:4]1[N:5]=[C:6]([Cl:14])[C:7]2[C:12]([Cl:13])=[CH:11][N:10]([CH2:24][O:23][CH2:22][CH2:21][Si:18]([CH3:20])([CH3:19])[CH3:17])[C:8]=2[N:9]=1, predict the reactants needed to synthesize it. The reactants are: [H-].[Na+].[Cl:3][C:4]1[N:5]=[C:6]([Cl:14])[C:7]2[C:12]([Cl:13])=[CH:11][NH:10][C:8]=2[N:9]=1.[H][H].[CH3:17][Si:18]([CH2:21][CH2:22][O:23][CH2:24]Cl)([CH3:20])[CH3:19]. (4) Given the product [CH2:5]([O:4][C:2](=[O:3])[N:24]=[S:22]([CH2:21][C:19]1[CH:18]=[CH:17][N:16]=[C:15]([NH:14][C:11]2[CH:10]=[C:9]([C:26]3[CH:31]=[CH:30][C:29]([F:32])=[CH:28][C:27]=3[O:33][CH3:34])[C:8]([F:7])=[CH:13][N:12]=2)[CH:20]=1)([CH3:25])=[O:23])[CH3:6], predict the reactants needed to synthesize it. The reactants are: Cl[C:2]([O:4][CH2:5][CH3:6])=[O:3].[F:7][C:8]1[C:9]([C:26]2[CH:31]=[CH:30][C:29]([F:32])=[CH:28][C:27]=2[O:33][CH3:34])=[CH:10][C:11]([NH:14][C:15]2[CH:20]=[C:19]([CH2:21][S:22]([CH3:25])(=[NH:24])=[O:23])[CH:18]=[CH:17][N:16]=2)=[N:12][CH:13]=1. (5) Given the product [Br:28][C:29]1[C:46]([O:47][CH3:48])=[N:45][C:32]2[CH2:33][CH2:34][NH:35][CH2:36][CH:37]([CH3:38])[C:31]=2[CH:30]=1, predict the reactants needed to synthesize it. The reactants are: BrBr.COC1C=CC2C(C)CN(C(=O)C(F)(F)F)CCC=2N=1.C([O-])(O)=O.[Na+].[Br:28][C:29]1[C:46]([O:47][CH3:48])=[N:45][C:32]2[CH2:33][CH2:34][N:35](C(=O)C(F)(F)F)[CH2:36][CH:37]([CH3:38])[C:31]=2[CH:30]=1.C([O-])([O-])=O.[K+].[K+]. (6) The reactants are: Cl[C:2]1[C:11]2[C:6](=[CH:7][CH:8]=[C:9]([CH3:12])[CH:10]=2)[N:5]=[C:4]([N:13]2[CH2:19][C:18]3[CH:20]=[CH:21][CH:22]=[CH:23][C:17]=3[S:16](=[O:25])(=[O:24])[CH2:15][CH2:14]2)[CH:3]=1.[NH2:26][CH2:27][C:28]1([N:34](CC2C=CC=CC=2)CC2C=CC=CC=2)[CH2:33][CH2:32][CH2:31][CH2:30][CH2:29]1. Given the product [NH2:34][C:28]1([CH2:27][NH:26][C:2]2[C:11]3[C:6](=[CH:7][CH:8]=[C:9]([CH3:12])[CH:10]=3)[N:5]=[C:4]([N:13]3[CH2:19][C:18]4[CH:20]=[CH:21][CH:22]=[CH:23][C:17]=4[S:16](=[O:25])(=[O:24])[CH2:15][CH2:14]3)[CH:3]=2)[CH2:33][CH2:32][CH2:31][CH2:30][CH2:29]1, predict the reactants needed to synthesize it. (7) Given the product [CH3:33][C:24]1[CH:29]=[CH:28][C:27]([C:30]([NH:10][CH:6]([C:7](=[O:9])[CH3:12])[CH2:5][C:3]([O:2][CH3:1])=[O:4])=[O:31])=[CH:26][CH:25]=1, predict the reactants needed to synthesize it. The reactants are: [CH3:1][O:2][C:3]([CH2:5][C@H:6]([NH2:10])[C:7]([OH:9])=O)=[O:4].Cl.[CH3:12]CN(CC)CC.[Si](Cl)(C)(C)C.[C:24]1([CH3:33])[CH:29]=[CH:28][C:27]([C:30](Cl)=[O:31])=[CH:26][CH:25]=1.